From a dataset of Reaction yield outcomes from USPTO patents with 853,638 reactions. Predict the reaction yield, written as a fraction of the theoretical maximum amount of product (1.0 means a 100% yield; for example, 0.34 means a 34% yield). (1) The reactants are [CH3:1][N:2]1[C:6]([CH3:7])=[CH:5][C:4]([NH:8][C:9]2[C:10](=[O:25])[N:11]([CH3:24])[CH:12]=[C:13](B3OC(C)(C)C(C)(C)O3)[CH:14]=2)=[N:3]1.Cl[C:27]1[C:32]([CH:33]=[O:34])=[C:31]([N:35]2[CH2:47][CH2:46][C:45]3[N:44]4[C:39]([CH2:40][CH2:41][CH2:42][CH2:43]4)=[CH:38][C:37]=3[C:36]2=[O:48])[N:30]=[CH:29][CH:28]=1.C([O-])(=O)C.[Na+].[O-]P([O-])([O-])=O.[K+].[K+].[K+]. The catalyst is C1C=CC(P(C2C=CC=CC=2)[C-]2C=CC=C2)=CC=1.C1C=CC(P(C2C=CC=CC=2)[C-]2C=CC=C2)=CC=1.Cl[Pd]Cl.[Fe+2].O.C(#N)C. The product is [CH3:1][N:2]1[C:6]([CH3:7])=[CH:5][C:4]([NH:8][C:9]2[C:10](=[O:25])[N:11]([CH3:24])[CH:12]=[C:13]([C:27]3[C:32]([CH:33]=[O:34])=[C:31]([N:35]4[CH2:47][CH2:46][C:45]5[N:44]6[C:39]([CH2:40][CH2:41][CH2:42][CH2:43]6)=[CH:38][C:37]=5[C:36]4=[O:48])[N:30]=[CH:29][CH:28]=3)[CH:14]=2)=[N:3]1. The yield is 0.480. (2) The reactants are [BH-](OC(C)=O)(OC(C)=O)[O:2][C:3](C)=O.[Na+].[NH:15]1[CH2:19][CH2:18][CH2:17][CH2:16]1.CO[C:22]1[CH:29]=[C:28]([OH:30])[C:27]([Cl:31])=[CH:26][C:23]=1[CH:24]=O.Cl. The catalyst is C(Cl)Cl. The product is [CH3:3][O:2][C:29]1[CH:22]=[C:23]([CH2:24][N:15]2[CH2:19][CH2:18][CH2:17][CH2:16]2)[CH:26]=[C:27]([Cl:31])[C:28]=1[OH:30]. The yield is 0.750.